This data is from Reaction yield outcomes from USPTO patents with 853,638 reactions. The task is: Predict the reaction yield, written as a fraction of the theoretical maximum amount of product (1.0 means a 100% yield; for example, 0.34 means a 34% yield). (1) The reactants are [CH3:1][C:2]([CH3:10])([CH2:7][CH:8]=[CH2:9])[CH2:3][S:4]([O-:6])=[O:5].[Na+].C([O-])(=O)C.[Na+].[NH2:17]OS(O)(=O)=O. The catalyst is O. The product is [CH3:1][C:2]([CH3:10])([CH2:7][CH:8]=[CH2:9])[CH2:3][S:4]([NH2:17])(=[O:6])=[O:5]. The yield is 0.550. (2) The yield is 0.235. The catalyst is COCCOCCOC.C(OCC)C. The product is [CH2:23]([N:30]1[CH2:8][CH:5]2[N:4]([C:10]3[CH:15]=[CH:14][C:13]([Cl:16])=[CH:12][CH:11]=3)[CH:3]([CH2:7][CH2:6]2)[CH2:2]1)[C:24]1[CH:29]=[CH:28][CH:27]=[CH:26][CH:25]=1. The reactants are Cl[CH2:2][CH:3]1[CH2:7][CH2:6][CH:5]([CH2:8]Cl)[N:4]1[C:10]1[CH:15]=[CH:14][C:13]([Cl:16])=[CH:12][CH:11]=1.C(=O)([O-])[O-].[K+].[K+].[CH2:23]([NH2:30])[C:24]1[CH:29]=[CH:28][CH:27]=[CH:26][CH:25]=1. (3) The reactants are [C:1]([O:5][C:6](=[O:15])[NH:7][C:8]([CH2:13][OH:14])([CH2:11][CH3:12])[CH2:9][CH3:10])([CH3:4])([CH3:3])[CH3:2].[N+:16]([C:19]1[CH:26]=[CH:25][CH:24]=[C:23]([N+]([O-])=O)[C:20]=1[C:21]#[N:22])([O-:18])=[O:17]. No catalyst specified. The product is [C:1]([O:5][C:6](=[O:15])[NH:7][C:8]([CH2:13][O:14][C:23]1[CH:24]=[CH:25][CH:26]=[C:19]([N+:16]([O-:18])=[O:17])[C:20]=1[C:21]#[N:22])([CH2:11][CH3:12])[CH2:9][CH3:10])([CH3:3])([CH3:2])[CH3:4]. The yield is 0.760.